From a dataset of Reaction yield outcomes from USPTO patents with 853,638 reactions. Predict the reaction yield, written as a fraction of the theoretical maximum amount of product (1.0 means a 100% yield; for example, 0.34 means a 34% yield). (1) The reactants are Br[CH:2]([CH3:4])[CH3:3].C(=O)([O-])[O-].[K+].[K+].[Br:11][C:12]1[CH:17]=[CH:16][C:15]([F:18])=[CH:14][C:13]=1[OH:19]. The catalyst is CC(C)=O. The product is [Br:11][C:12]1[CH:17]=[CH:16][C:15]([F:18])=[CH:14][C:13]=1[O:19][CH:2]([CH3:4])[CH3:3]. The yield is 0.920. (2) The reactants are [CH3:1][N:2]([C:7]1[CH:8]=[C:9]([C:17]([O:19][CH3:20])=[O:18])[CH:10]=[C:11]([CH:16]=1)[C:12]([O:14]C)=[O:13])[S:3]([CH3:6])(=[O:5])=[O:4].[OH-].[Na+]. The catalyst is C1COCC1.CO.O. The product is [CH3:20][O:19][C:17]([C:9]1[CH:10]=[C:11]([CH:16]=[C:7]([N:2]([CH3:1])[S:3]([CH3:6])(=[O:5])=[O:4])[CH:8]=1)[C:12]([OH:14])=[O:13])=[O:18]. The yield is 0.750. (3) The product is [CH3:48][O:47][C:45](=[O:46])[CH2:44][NH:41][C:42]([NH:37][CH2:36][CH2:35][NH:34][C:32]([NH:31][C:25]1[CH:26]=[CH:27][CH:28]=[C:29]([CH3:30])[C:24]=1[C:20]1[CH:21]=[CH:22][CH:23]=[C:18]([S:15]([C:13]2[CH:14]=[C:10]([C:8]([NH:7][C:6]([O:5][C:1]([CH3:3])([CH3:4])[CH3:2])=[O:40])=[NH:9])[S:11][C:12]=2[S:38][CH3:39])(=[O:16])=[O:17])[CH:19]=1)=[O:33])=[O:43]. The catalyst is C(Cl)Cl. The yield is 0.860. The reactants are [C:1]([O:5][C:6](=[O:40])[NH:7][C:8]([C:10]1[S:11][C:12]([S:38][CH3:39])=[C:13]([S:15]([C:18]2[CH:19]=[C:20]([C:24]3[C:29]([CH3:30])=[CH:28][CH:27]=[CH:26][C:25]=3[NH:31][C:32]([NH:34][CH2:35][CH2:36][NH2:37])=[O:33])[CH:21]=[CH:22][CH:23]=2)(=[O:17])=[O:16])[CH:14]=1)=[NH:9])([CH3:4])([CH3:3])[CH3:2].[N:41]([CH2:44][C:45]([O:47][CH2:48]C)=[O:46])=[C:42]=[O:43].